This data is from M1 muscarinic receptor agonist screen with 61,833 compounds. The task is: Binary Classification. Given a drug SMILES string, predict its activity (active/inactive) in a high-throughput screening assay against a specified biological target. (1) The drug is S(CCc1scnc1C)c1n(c2ccccc2)c(=O)[nH]n1. The result is 0 (inactive). (2) The drug is S(=O)(=O)(N1CCN(CC1)c1c(F)cccc1)CCC. The result is 0 (inactive). (3) The compound is s1c(NC(=O)c2c(noc2C)c2ccccc2)nc(c2c(F)ccc(F)c2)c1. The result is 0 (inactive). (4) The drug is Clc1c(CNC(=O)CSc2n(c(nn2)Cn2c3c(sc2=O)cccc3)C)cccc1. The result is 0 (inactive). (5) The drug is Clc1c(CS(=O)(=O)c2oc(nn2)C(NC(OC(C)(C)C)=O)C(C)C)c(F)ccc1. The result is 0 (inactive). (6) The drug is Brc1ccc(OCC(=O)N2CCCCCC2)cc1. The result is 0 (inactive).